This data is from Catalyst prediction with 721,799 reactions and 888 catalyst types from USPTO. The task is: Predict which catalyst facilitates the given reaction. Reactant: [Cl:1][C:2]1[CH:10]=[C:9]2[C:5]([C:6]([CH2:18][C:19]3[CH:24]=[CH:23][CH:22]=[C:21]([Cl:25])[CH:20]=3)([CH:12]3[CH2:17][CH2:16][CH2:15][NH:14][CH2:13]3)[C:7](=[O:11])[NH:8]2)=[CH:4][CH:3]=1.C(N(CC)CC)C.[N:33]([C:36]1[CH:41]=[CH:40][C:39]([N:42]2[C:46](=[O:47])[CH:45]=[CH:44][C:43]2=[O:48])=[CH:38][CH:37]=1)=[C:34]=[O:35]. Product: [O:48]=[C:43]1[CH:44]=[CH:45][C:46](=[O:47])[N:42]1[C:39]1[CH:40]=[CH:41][C:36]([NH:33][C:34]([N:14]2[CH2:15][CH2:16][CH2:17][CH:12]([C:6]3([CH2:18][C:19]4[CH:24]=[CH:23][CH:22]=[C:21]([Cl:25])[CH:20]=4)[C:5]4[C:9](=[CH:10][C:2]([Cl:1])=[CH:3][CH:4]=4)[NH:8][C:7]3=[O:11])[CH2:13]2)=[O:35])=[CH:37][CH:38]=1. The catalyst class is: 4.